The task is: Predict the product of the given reaction.. This data is from Forward reaction prediction with 1.9M reactions from USPTO patents (1976-2016). (1) Given the reactants Br[C:2]1[CH:3]=[CH:4][C:5]2[O:14][C:13]3[CH2:12][CH2:11][N:10]([C:15]([O:17][C:18]([CH3:21])([CH3:20])[CH3:19])=[O:16])[CH2:9][C:8]=3[C:6]=2[CH:7]=1.[F:22][C:23]1[CH:24]=[C:25]([S:30]([O-:32])=[O:31])[CH:26]=[C:27]([F:29])[CH:28]=1.[Na+], predict the reaction product. The product is: [F:29][C:27]1[CH:26]=[C:25]([S:30]([C:2]2[CH:3]=[CH:4][C:5]3[O:14][C:13]4[CH2:12][CH2:11][N:10]([C:15]([O:17][C:18]([CH3:21])([CH3:20])[CH3:19])=[O:16])[CH2:9][C:8]=4[C:6]=3[CH:7]=2)(=[O:31])=[O:32])[CH:24]=[C:23]([F:22])[CH:28]=1. (2) The product is: [NH2:42][C:43]1[N:44]=[C:23]([C:24]([N:26]2[CH2:27][C:28]3[C:33](=[CH:32][CH:31]=[CH:30][CH:29]=3)[CH2:34]2)=[O:25])[C:10]2[C:9](=[CH:14][CH:13]=[C:12]([C:15]3([C:18]([O:20][CH2:21][CH3:22])=[O:19])[CH2:17][CH2:16]3)[CH:11]=2)[N:8]=1. Given the reactants C(OC([NH:8][C:9]1[CH:14]=[CH:13][C:12]([C:15]2([C:18]([O:20][CH2:21][CH3:22])=[O:19])[CH2:17][CH2:16]2)=[CH:11][C:10]=1[C:23](=O)[C:24]([N:26]1[CH2:34][C:33]2[C:28](=[CH:29][CH:30]=[CH:31][CH:32]=2)[CH2:27]1)=[O:25])=O)(C)(C)C.[F-].[Cs+].C[Si]([N:42]=[C:43]=[N:44][Si](C)(C)C)(C)C.Cl, predict the reaction product. (3) Given the reactants [Br:1][C:2]1[C:10]2[C:9]([NH:11][C:12]3[CH:13]=[C:14]4[CH:20]=[N:19][NH:18][C:15]4=[CH:16][N:17]=3)=[N:8][CH:7]=[N:6][C:5]=2[NH:4][C:3]=1[C:21]([OH:23])=O.[NH:24]1[CH2:29][CH2:28][O:27][CH2:26][CH2:25]1, predict the reaction product. The product is: [Br:1][C:2]1[C:10]2[C:9]([NH:11][C:12]3[CH:13]=[C:14]4[CH:20]=[N:19][NH:18][C:15]4=[CH:16][N:17]=3)=[N:8][CH:7]=[N:6][C:5]=2[NH:4][C:3]=1[C:21]([N:24]1[CH2:29][CH2:28][O:27][CH2:26][CH2:25]1)=[O:23]. (4) Given the reactants [F:1][C:2]([F:11])([F:10])[C:3]1[CH:8]=[CH:7][CH:6]=[CH:5][C:4]=1[OH:9].Br[CH2:13][CH2:14][CH2:15][N:16]1[C:24](=[O:25])[C:23]2[C:18](=[CH:19][CH:20]=[CH:21][CH:22]=2)[C:17]1=[O:26].C([O-])([O-])=O.[Cs+].[Cs+].O, predict the reaction product. The product is: [F:1][C:2]([F:10])([F:11])[C:3]1[CH:8]=[CH:7][CH:6]=[CH:5][C:4]=1[O:9][CH2:13][CH2:14][CH2:15][N:16]1[C:24](=[O:25])[C:23]2[C:18](=[CH:19][CH:20]=[CH:21][CH:22]=2)[C:17]1=[O:26]. (5) Given the reactants [CH2:1]([S:3]([C:6]1[CH:11]=[CH:10][C:9]([CH3:12])=[CH:8][CH:7]=1)(=[O:5])=[O:4])[CH3:2].[Br:13]N1C(=O)CCC1=O.N(C(C)(C)C#N)=NC(C)(C)C#N, predict the reaction product. The product is: [Br:13][CH2:12][C:9]1[CH:10]=[CH:11][C:6]([S:3]([CH2:1][CH3:2])(=[O:5])=[O:4])=[CH:7][CH:8]=1.